Dataset: Full USPTO retrosynthesis dataset with 1.9M reactions from patents (1976-2016). Task: Predict the reactants needed to synthesize the given product. Given the product [Cl:24][C:25]1[CH:30]=[CH:29][CH:28]=[CH:27][C:26]=1[N:31]1[C:32](=[O:39])[CH2:33][N:34]([CH2:10][C@H:8]([NH:9][S:11]([C:14]2[CH:19]=[CH:18][CH:17]=[CH:16][C:15]=2[N+:20]([O-:22])=[O:21])(=[O:13])=[O:12])[C@@H:6]2[CH2:7][C@@H:3]([CH2:1][CH3:2])[C:4](=[O:23])[O:5]2)[C:35]([CH3:38])([CH3:37])[CH2:36]1, predict the reactants needed to synthesize it. The reactants are: [CH2:1]([C@@H:3]1[CH2:7][C@@H:6]([CH:8]2[CH2:10][N@@:9]2[S:11]([C:14]2[CH:19]=[CH:18][CH:17]=[CH:16][C:15]=2[N+:20]([O-:22])=[O:21])(=[O:13])=[O:12])[O:5][C:4]1=[O:23])[CH3:2].[Cl:24][C:25]1[CH:30]=[CH:29][CH:28]=[CH:27][C:26]=1[N:31]1[CH2:36][C:35]([CH3:38])([CH3:37])[NH:34][CH2:33][C:32]1=[O:39].